Dataset: Merck oncology drug combination screen with 23,052 pairs across 39 cell lines. Task: Regression. Given two drug SMILES strings and cell line genomic features, predict the synergy score measuring deviation from expected non-interaction effect. (1) Synergy scores: synergy=1.69. Drug 2: O=C(O)C1(Cc2cccc(Nc3nccs3)n2)CCC(Oc2cccc(Cl)c2F)CC1. Drug 1: CN1C(=O)C=CC2(C)C3CCC4(C)C(NC(=O)OCC(F)(F)F)CCC4C3CCC12. Cell line: ES2. (2) Drug 1: COc1cccc2c1C(=O)c1c(O)c3c(c(O)c1C2=O)CC(O)(C(=O)CO)CC3OC1CC(N)C(O)C(C)O1. Drug 2: NC(=O)c1cccc2cn(-c3ccc(C4CCCNC4)cc3)nc12. Cell line: DLD1. Synergy scores: synergy=-11.7.